This data is from Reaction yield outcomes from USPTO patents with 853,638 reactions. The task is: Predict the reaction yield, written as a fraction of the theoretical maximum amount of product (1.0 means a 100% yield; for example, 0.34 means a 34% yield). (1) The reactants are [NH2:1][CH2:2][CH2:3][CH:4]([N:6]1[CH2:11][CH2:10][CH:9]([N:12]2[C@H:16]([C:17]3[CH:22]=[CH:21][CH:20]=[CH:19][CH:18]=3)[CH2:15][O:14][C:13]2=[S:23])[CH2:8][CH2:7]1)[CH3:5].C([O-])([O-])=O.[K+].[K+]. No catalyst specified. The product is [NH2:1][CH2:2][CH2:3][C@@H:4]([N:6]1[CH2:11][CH2:10][CH:9]([N:12]2[C@H:16]([C:17]3[CH:22]=[CH:21][CH:20]=[CH:19][CH:18]=3)[CH2:15][O:14][C:13]2=[S:23])[CH2:8][CH2:7]1)[CH3:5]. The yield is 0.420. (2) The reactants are Cl.[CH3:2][C@@H:3]1[CH2:7][CH2:6][CH2:5][NH:4]1.[CH2:8]([N:10](CC)CC)[CH3:9].BrCC#N. The catalyst is CO. The product is [C:8]([CH2:9][N:4]1[CH2:5][CH2:6][CH2:7][C@H:3]1[CH3:2])#[N:10]. The yield is 1.00. (3) The reactants are [NH2:1][C:2]1[CH:7]=[CH:6][C:5]([C:8]([C:10]2[CH:19]=[CH:18][CH:17]=[CH:16][C:11]=2[C:12]([O:14][CH3:15])=[O:13])=[O:9])=[CH:4][C:3]=1[N+:20]([O-])=O. The catalyst is [Pd]. The product is [NH2:20][C:3]1[CH:4]=[C:5]([C:8]([C:10]2[CH:19]=[CH:18][CH:17]=[CH:16][C:11]=2[C:12]([O:14][CH3:15])=[O:13])=[O:9])[CH:6]=[CH:7][C:2]=1[NH2:1]. The yield is 0.980. (4) The reactants are C[O:2][C:3](=O)[CH2:4][C:5]1[N:6]=[C:7]([C:13]2[CH:18]=[CH:17][C:16]([C:19]([F:22])([F:21])[F:20])=[CH:15][CH:14]=2)[S:8][C:9]=1[CH2:10][CH2:11][CH3:12].[H-].[Al+3].[Li+].[H-].[H-].[H-]. The catalyst is O1CCCC1. The product is [CH2:10]([C:9]1[S:8][C:7]([C:13]2[CH:14]=[CH:15][C:16]([C:19]([F:20])([F:22])[F:21])=[CH:17][CH:18]=2)=[N:6][C:5]=1[CH2:4][CH2:3][OH:2])[CH2:11][CH3:12]. The yield is 0.750.